Dataset: NCI-60 drug combinations with 297,098 pairs across 59 cell lines. Task: Regression. Given two drug SMILES strings and cell line genomic features, predict the synergy score measuring deviation from expected non-interaction effect. (1) Drug 1: CN1CCC(CC1)COC2=C(C=C3C(=C2)N=CN=C3NC4=C(C=C(C=C4)Br)F)OC. Drug 2: C1=NC2=C(N1)C(=S)N=CN2. Cell line: HS 578T. Synergy scores: CSS=-5.33, Synergy_ZIP=-7.23, Synergy_Bliss=-21.8, Synergy_Loewe=-40.5, Synergy_HSA=-27.1. (2) Drug 1: CN1CCC(CC1)COC2=C(C=C3C(=C2)N=CN=C3NC4=C(C=C(C=C4)Br)F)OC. Drug 2: CC=C1C(=O)NC(C(=O)OC2CC(=O)NC(C(=O)NC(CSSCCC=C2)C(=O)N1)C(C)C)C(C)C. Cell line: SF-295. Synergy scores: CSS=21.1, Synergy_ZIP=-1.84, Synergy_Bliss=-4.43, Synergy_Loewe=-42.2, Synergy_HSA=-4.52. (3) Drug 1: C1C(C(OC1N2C=NC3=C2NC=NCC3O)CO)O. Drug 2: N.N.Cl[Pt+2]Cl. Cell line: HCT116. Synergy scores: CSS=34.3, Synergy_ZIP=0.686, Synergy_Bliss=1.89, Synergy_Loewe=-3.06, Synergy_HSA=3.59. (4) Drug 1: C1CCC(CC1)NC(=O)N(CCCl)N=O. Drug 2: C1=CC(=CC=C1C#N)C(C2=CC=C(C=C2)C#N)N3C=NC=N3. Cell line: A498. Synergy scores: CSS=8.57, Synergy_ZIP=-2.89, Synergy_Bliss=-2.14, Synergy_Loewe=-4.09, Synergy_HSA=-4.09. (5) Drug 1: C1CC(=O)NC(=O)C1N2CC3=C(C2=O)C=CC=C3N. Drug 2: CC(C)CN1C=NC2=C1C3=CC=CC=C3N=C2N. Cell line: OVCAR-8. Synergy scores: CSS=7.30, Synergy_ZIP=0.252, Synergy_Bliss=0.881, Synergy_Loewe=0.942, Synergy_HSA=0.0644.